From a dataset of Forward reaction prediction with 1.9M reactions from USPTO patents (1976-2016). Predict the product of the given reaction. The product is: [Cl:19][C:20]1[CH:21]=[CH:22][C:23]([CH2:24][N:25]2[C:33]3[C:28](=[CH:29][CH:30]=[CH:31][CH:32]=3)[C:27]([CH2:16][C:15]([C:14]3[CH:13]=[C:12]([CH3:18])[O:11][C:10]=3[CH3:9])=[O:17])([OH:35])[C:26]2=[O:36])=[CH:37][CH:38]=1. Given the reactants C(C1OC=CC=1)(=O)C.[CH3:9][C:10]1[O:11][C:12]([CH3:18])=[CH:13][C:14]=1[C:15](=[O:17])[CH3:16].[Cl:19][C:20]1[CH:38]=[CH:37][C:23]([CH2:24][N:25]2[C:33]3[C:28](=[CH:29][C:30](F)=[CH:31][CH:32]=3)[C:27](=[O:35])[C:26]2=[O:36])=[CH:22][CH:21]=1.ClC1C=CC(CN2C3C(=CC=CC=3)C(=O)C2=O)=CC=1, predict the reaction product.